Dataset: Forward reaction prediction with 1.9M reactions from USPTO patents (1976-2016). Task: Predict the product of the given reaction. The product is: [C:10]([NH:9][C:5]1[C:4]([N+:1]([O-:3])=[O:2])=[CH:8][N:7]([CH2:14][C:15]([NH:17][C:18]2[CH:23]=[CH:22][CH:21]=[C:20]([F:24])[CH:19]=2)=[O:16])[N:6]=1)(=[O:12])[CH3:11]. Given the reactants [N+:1]([C:4]1[C:5]([NH:9][C:10](=[O:12])[CH3:11])=[N:6][NH:7][CH:8]=1)([O-:3])=[O:2].Cl[CH2:14][C:15]([NH:17][C:18]1[CH:23]=[CH:22][CH:21]=[C:20]([F:24])[CH:19]=1)=[O:16].C(=O)([O-])[O-].[K+].[K+], predict the reaction product.